This data is from Reaction yield outcomes from USPTO patents with 853,638 reactions. The task is: Predict the reaction yield, written as a fraction of the theoretical maximum amount of product (1.0 means a 100% yield; for example, 0.34 means a 34% yield). The reactants are [NH:1]1[CH2:5][CH2:4][C@H:3]([NH:6][C:7](=[O:13])[O:8][C:9]([CH3:12])([CH3:11])[CH3:10])[CH2:2]1.Cl[C:15]1[C:16]2[N:17]([CH:21]=[CH:22][CH:23]=2)[CH:18]=[CH:19][N:20]=1. The catalyst is CCN(C(C)C)C(C)C.F[B-](F)(F)F.C([N+]1C=CN(C)C=1)CCC. The product is [C:15]1([N:1]2[CH2:5][CH2:4][C@H:3]([NH:6][C:7](=[O:13])[O:8][C:9]([CH3:10])([CH3:12])[CH3:11])[CH2:2]2)[C:16]2[N:17]([CH:21]=[CH:22][CH:23]=2)[CH:18]=[CH:19][N:20]=1. The yield is 0.590.